This data is from Full USPTO retrosynthesis dataset with 1.9M reactions from patents (1976-2016). The task is: Predict the reactants needed to synthesize the given product. (1) Given the product [F:14][C:15]([F:23])([F:22])[CH:16]1[CH2:21][CH2:20][N:19]([C:3]2[NH:12][C:11](=[O:13])[C:10]3[CH2:9][CH2:8][CH2:7][CH2:6][C:5]=3[N:4]=2)[CH2:18][CH2:17]1, predict the reactants needed to synthesize it. The reactants are: CS[C:3]1[NH:12][C:11](=[O:13])[C:10]2[CH2:9][CH2:8][CH2:7][CH2:6][C:5]=2[N:4]=1.[F:14][C:15]([F:23])([F:22])[CH:16]1[CH2:21][CH2:20][NH:19][CH2:18][CH2:17]1.C(N(CC)CC)C. (2) Given the product [Cl:21][CH2:20][Si:18]1([CH3:19])[CH2:6][CH2:5][CH2:4][CH2:3][CH2:2]1, predict the reactants needed to synthesize it. The reactants are: Br[CH2:2][CH2:3][CH2:4][CH2:5][CH2:6]Br.[Mg].BrCCCCBr.II.Cl[Si:18](Cl)([CH2:20][Cl:21])[CH3:19]. (3) Given the product [C:1]([O:5][C:6](=[O:23])[NH:7][CH2:8][CH:9]([S:15][CH2:16][C:17]1[CH:18]=[CH:19][CH:20]=[CH:21][CH:22]=1)[CH:10]=[O:11])([CH3:4])([CH3:2])[CH3:3], predict the reactants needed to synthesize it. The reactants are: [C:1]([O:5][C:6](=[O:23])[NH:7][CH2:8][CH:9]([S:15][CH2:16][C:17]1[CH:22]=[CH:21][CH:20]=[CH:19][CH:18]=1)[CH:10](OC)[O:11]C)([CH3:4])([CH3:3])[CH3:2].C(O)(=O)C.